From a dataset of Reaction yield outcomes from USPTO patents with 853,638 reactions. Predict the reaction yield, written as a fraction of the theoretical maximum amount of product (1.0 means a 100% yield; for example, 0.34 means a 34% yield). (1) The catalyst is C(O)(C(F)(F)F)=O.C(Cl)Cl. The reactants are [CH2:1]([O:3][C:4](=[O:21])/[CH:5]=[CH:6]/[CH2:7][N:8]1[CH2:13][CH2:12][N:11](C(OC(C)(C)C)=O)[CH2:10][CH2:9]1)[CH3:2]. The product is [N:8]1([CH2:7]/[CH:6]=[CH:5]/[C:4]([O:3][CH2:1][CH3:2])=[O:21])[CH2:13][CH2:12][NH:11][CH2:10][CH2:9]1. The yield is 0.950. (2) The catalyst is C(O)C.[OH-].[Na+]. The yield is 0.460. The product is [CH3:1][S:2][CH2:3][C:4]1([C:7]([OH:9])=[O:8])[CH2:6][CH2:5]1. The reactants are [CH3:1][S:2][CH2:3][C:4]1([C:7]([O:9]CC)=[O:8])[CH2:6][CH2:5]1. (3) The reactants are [CH2:1]([N:8]1[C:16]2[CH:15]=[CH:14][CH:13]=[C:12]([OH:17])[C:11]=2[CH:10]=[C:9]1[CH3:18])[C:2]1[CH:7]=[CH:6][CH:5]=[CH:4][CH:3]=1.[H-].[Na+].[CH3:21][O:22][C:23](=[O:32])[CH:24](Br)[C:25]1[CH:30]=[CH:29][CH:28]=[CH:27][CH:26]=1. The catalyst is CN(C)C=O.C(OCC)(=O)C. The product is [CH3:21][O:22][C:23](=[O:32])[CH:24]([O:17][C:12]1[CH:13]=[CH:14][CH:15]=[C:16]2[C:11]=1[CH:10]=[C:9]([CH3:18])[N:8]2[CH2:1][C:2]1[CH:3]=[CH:4][CH:5]=[CH:6][CH:7]=1)[C:25]1[CH:26]=[CH:27][CH:28]=[CH:29][CH:30]=1. The yield is 0.620. (4) The reactants are [OH:1][NH:2][C:3](=[O:29])[CH:4]=[CH:5][CH2:6][CH2:7][CH2:8][CH2:9][CH:10]([O:21][Si](C(C)(C)C)(C)C)[C:11]1[CH:20]=[CH:19][C:18]2[C:13](=[CH:14][CH:15]=[CH:16][CH:17]=2)[CH:12]=1.Cl.C(OCC)(=O)C.O. The catalyst is C1COCC1. The product is [OH:1][NH:2][C:3](=[O:29])[CH:4]=[CH:5][CH2:6][CH2:7][CH2:8][CH2:9][CH:10]([OH:21])[C:11]1[CH:20]=[CH:19][C:18]2[C:13](=[CH:14][CH:15]=[CH:16][CH:17]=2)[CH:12]=1. The yield is 0.330. (5) The reactants are [CH:1]1[C:14]2[C:15]3=[C:16]4[C:11](=[CH:12][CH:13]=2)[CH:10]=[CH:9][CH:8]=[C:7]4[CH:6]=[CH:5][C:4]3=[CH:3][CH:2]=1.[Al+3].[Cl-].[Cl-].[Cl-].[CH3:21][C:22]([CH3:27])([CH3:26])[C:23](Cl)=[O:24]. The catalyst is C(Cl)Cl. The product is [CH3:21][C:22]([CH3:27])([CH3:26])[C:23]([C:9]1[CH:8]=[C:7]2[C:16]3=[C:15]4[C:4](=[CH:3][CH:2]=[CH:1][C:14]4=[CH:13][CH:12]=[C:11]3[CH:10]=1)[CH:5]=[CH:6]2)=[O:24]. The yield is 0.500. (6) The reactants are [Cl:1][C:2]1[CH:7]=[CH:6][C:5]([N:8]2[CH:12]=[C:11]([C:13]([O:15]CC)=[O:14])[N:10]=[C:9]2[C:18]2[CH:23]=[CH:22][C:21]([Cl:24])=[CH:20][C:19]=2[Cl:25])=[CH:4][CH:3]=1.[OH-].[K+]. The catalyst is CO.O. The product is [Cl:1][C:2]1[CH:3]=[CH:4][C:5]([N:8]2[CH2:12][C:11]([C:13]([OH:15])=[O:14])=[N:10][CH:9]2[C:18]2[CH:23]=[CH:22][C:21]([Cl:24])=[CH:20][C:19]=2[Cl:25])=[CH:6][CH:7]=1. The yield is 0.980. (7) The reactants are [CH3:1][C:2]1[N:7]=[C:6]([NH2:8])[CH:5]=[CH:4][N:3]=1.Br[C:10]1[C:11](=[O:18])[N:12]([CH3:17])[CH:13]=[C:14]([Br:16])[CH:15]=1. No catalyst specified. The product is [Br:16][C:14]1[CH:15]=[C:10]([NH:8][C:6]2[CH:5]=[CH:4][N:3]=[C:2]([CH3:1])[N:7]=2)[C:11](=[O:18])[N:12]([CH3:17])[CH:13]=1. The yield is 0.434.